The task is: Regression. Given two drug SMILES strings and cell line genomic features, predict the synergy score measuring deviation from expected non-interaction effect.. This data is from NCI-60 drug combinations with 297,098 pairs across 59 cell lines. (1) Drug 1: CC1=CC=C(C=C1)C2=CC(=NN2C3=CC=C(C=C3)S(=O)(=O)N)C(F)(F)F. Synergy scores: CSS=-5.05, Synergy_ZIP=-0.804, Synergy_Bliss=-8.38, Synergy_Loewe=-1.83, Synergy_HSA=-15.0. Drug 2: C1CN(P(=O)(OC1)NCCCl)CCCl. Cell line: HCC-2998. (2) Drug 1: C1=NNC2=C1C(=O)NC=N2. Drug 2: C1CNP(=O)(OC1)N(CCCl)CCCl. Cell line: SNB-75. Synergy scores: CSS=-0.176, Synergy_ZIP=0.486, Synergy_Bliss=1.78, Synergy_Loewe=1.54, Synergy_HSA=0.523.